From a dataset of Full USPTO retrosynthesis dataset with 1.9M reactions from patents (1976-2016). Predict the reactants needed to synthesize the given product. (1) The reactants are: Cl[C:2]1[N:10]([CH2:11][C:12]2[CH:19]=[CH:18][CH:17]=[CH:16][C:13]=2[C:14]#[N:15])[C:9]2[C:8](=[O:20])[N:7]([CH3:21])[C:6](=[O:22])[N:5]([CH3:23])[C:4]=2[N:3]=1.[C:24]([O:28][C:29]([NH:31][C@H:32]1[CH2:36][CH2:35][NH:34][CH2:33]1)=[O:30])([CH3:27])([CH3:26])[CH3:25]. Given the product [C:24]([O:28][C:29](=[O:30])[NH:31][CH:32]1[CH2:36][CH2:35][N:34]([C:2]2[N:10]([CH2:11][C:12]3[CH:19]=[CH:18][CH:17]=[CH:16][C:13]=3[C:14]#[N:15])[C:9]3[C:8](=[O:20])[N:7]([CH3:21])[C:6](=[O:22])[N:5]([CH3:23])[C:4]=3[N:3]=2)[CH2:33]1)([CH3:27])([CH3:25])[CH3:26], predict the reactants needed to synthesize it. (2) Given the product [CH2:7]([NH:1][CH2:7][CH2:8][CH2:9][CH2:10][CH2:11][CH2:12][CH2:13][CH2:14]/[CH:15]=[CH:16]\[CH2:17][CH2:18][CH2:19][CH2:20][CH2:21][CH2:22][CH2:23][CH3:24])[CH2:8][CH2:9][CH2:10][CH2:11][CH2:12][CH2:13][CH2:14]/[CH:15]=[CH:16]\[CH2:17][CH2:18][CH2:19][CH2:20][CH2:21][CH2:22][CH2:23][CH3:24], predict the reactants needed to synthesize it. The reactants are: [NH3:1].CS(O[CH2:7][CH2:8][CH2:9][CH2:10][CH2:11][CH2:12][CH2:13][CH2:14]/[CH:15]=[CH:16]\[CH2:17][CH2:18][CH2:19][CH2:20][CH2:21][CH2:22][CH2:23][CH3:24])(=O)=O.